Dataset: Reaction yield outcomes from USPTO patents with 853,638 reactions. Task: Predict the reaction yield, written as a fraction of the theoretical maximum amount of product (1.0 means a 100% yield; for example, 0.34 means a 34% yield). (1) The reactants are [O:1]1[CH2:6][CH2:5][N:4]([CH2:7][CH2:8][NH:9][C:10](=[O:39])[O:11][C@@H:12]2[CH2:28][C@@H:27]3[C@@:15]([CH3:38])([C@@H:16]4[C@@H:24]([CH2:25][CH2:26]3)[C@:23]3(O)[C@@:19]([CH3:37])([C@@H:20]([C:30]5[CH:31]=[CH:32][C:33](=[O:36])[O:34][CH:35]=5)[CH2:21][CH2:22]3)[CH2:18][CH2:17]4)[CH2:14][CH2:13]2)[CH2:3][CH2:2]1.O=S(Cl)Cl. The catalyst is N1C=CC=CC=1. The product is [O:1]1[CH2:6][CH2:5][N:4]([CH2:7][CH2:8][NH:9][C:10](=[O:39])[O:11][C@@H:12]2[CH2:28][C@@H:27]3[C@@:15]([CH3:38])([C@@H:16]4[C@@H:24]([CH2:25][CH2:26]3)[C:23]3[C@@:19]([CH3:37])([C@@H:20]([C:30]5[CH:31]=[CH:32][C:33](=[O:36])[O:34][CH:35]=5)[CH2:21][CH:22]=3)[CH2:18][CH2:17]4)[CH2:14][CH2:13]2)[CH2:3][CH2:2]1. The yield is 0.476. (2) The reactants are [NH2:1][C@@H:2]([CH2:12][CH:13]([CH3:15])[CH3:14])[CH:3]([C:5]1[CH:10]=[CH:9][CH:8]=[C:7]([F:11])[CH:6]=1)[OH:4].I[C:17]1[CH:18]=[C:19]2[C:23](=[CH:24][CH:25]=1)[N:22]([C:26]1[CH:31]=[CH:30][C:29]([F:32])=[CH:28][CH:27]=1)[N:21]=[CH:20]2.C(=O)([O-])[O-].[Cs+].[Cs+].C(#N)C(C)C. The catalyst is [Cu]I. The product is [F:11][C:7]1[CH:6]=[C:5]([CH:3]([O:4][C:17]2[CH:18]=[C:19]3[C:23](=[CH:24][CH:25]=2)[N:22]([C:26]2[CH:31]=[CH:30][C:29]([F:32])=[CH:28][CH:27]=2)[N:21]=[CH:20]3)[C@H:2]([CH2:12][CH:13]([CH3:15])[CH3:14])[NH2:1])[CH:10]=[CH:9][CH:8]=1. The yield is 0.233. (3) The reactants are [CH3:1][C:2]1[C:11]2[C:6](=[CH:7][CH:8]=[CH:9][CH:10]=2)[CH:5]=[CH:4][N:3]=1.[Se](=O)=[O:13]. The catalyst is O1CCOCC1. The product is [C:2]1([CH:1]=[O:13])[C:11]2[C:6](=[CH:7][CH:8]=[CH:9][CH:10]=2)[CH:5]=[CH:4][N:3]=1. The yield is 0.770. (4) The reactants are [CH3:1][C:2]1[NH:3][C:4](=[O:26])[C:5]([CH2:11][C:12]2[CH:17]=[CH:16][C:15]([C:18]3[C:19]([C:24]#[N:25])=[CH:20][CH:21]=[CH:22][CH:23]=3)=[CH:14][CH:13]=2)=[C:6]([CH2:8][CH2:9][CH3:10])[N:7]=1.[O:27]1[CH2:32][CH2:31][CH:30]([O:33][C:34]2[N:39]=[CH:38][C:37](B(O)O)=[CH:36][CH:35]=2)[CH2:29][CH2:28]1.N1C=CC=CC=1.C(N(CC)CC)C. The catalyst is C([O-])(=O)C.[Cu+2].C([O-])(=O)C.C(OCC)(=O)C.C(Cl)Cl. The product is [CH3:1][C:2]1[N:3]([C:37]2[CH:38]=[N:39][C:34]([O:33][CH:30]3[CH2:31][CH2:32][O:27][CH2:28][CH2:29]3)=[CH:35][CH:36]=2)[C:4](=[O:26])[C:5]([CH2:11][C:12]2[CH:17]=[CH:16][C:15]([C:18]3[C:19]([C:24]#[N:25])=[CH:20][CH:21]=[CH:22][CH:23]=3)=[CH:14][CH:13]=2)=[C:6]([CH2:8][CH2:9][CH3:10])[N:7]=1. The yield is 0.330. (5) The reactants are [F:1][C:2]1[CH:7]=[CH:6][C:5]([C:8]2[C:12](B3OC(C)(C)C(C)(C)O3)=[CH:11][N:10]([CH2:22][CH:23]([CH3:25])[CH3:24])[N:9]=2)=[CH:4][CH:3]=1.Br[C:27]1[CH:32]=[CH:31][N:30]=[C:29]([NH:33][C:34](=[O:38])[CH:35]([CH3:37])[CH3:36])[CH:28]=1.C(=O)([O-])[O-].[Na+].[Na+]. The catalyst is O1CCOCC1.C1(P(C2C=CC=CC=2)[C-]2C=CC=C2)C=CC=CC=1.[C-]1(P(C2C=CC=CC=2)C2C=CC=CC=2)C=CC=C1.[Fe+2].Cl[Pd]Cl. The product is [F:1][C:2]1[CH:3]=[CH:4][C:5]([C:8]2[C:12]([C:27]3[CH:32]=[CH:31][N:30]=[C:29]([NH:33][C:34](=[O:38])[CH:35]([CH3:36])[CH3:37])[CH:28]=3)=[CH:11][N:10]([CH2:22][CH:23]([CH3:24])[CH3:25])[N:9]=2)=[CH:6][CH:7]=1. The yield is 0.400. (6) The reactants are Br[CH2:2][CH2:3][O:4][CH2:5][CH2:6][O:7][C:8]1[CH:17]=[C:16]2[C:11]([C:12]([NH:18][C:19]3[CH:24]=[CH:23][C:22]([Cl:25])=[CH:21][C:20]=3[F:26])=[N:13][CH:14]=[N:15]2)=[CH:10][C:9]=1[O:27][CH3:28].[NH:29]1[CH2:33][CH2:32][CH2:31][CH2:30]1. No catalyst specified. The product is [ClH:25].[Cl:25][C:22]1[CH:23]=[CH:24][C:19]([NH:18][C:12]2[C:11]3[C:16](=[CH:17][C:8]([O:7][CH2:6][CH2:5][O:4][CH2:3][CH2:2][N:29]4[CH2:33][CH2:32][CH2:31][CH2:30]4)=[C:9]([O:27][CH3:28])[CH:10]=3)[N:15]=[CH:14][N:13]=2)=[C:20]([F:26])[CH:21]=1. The yield is 0.200. (7) The reactants are [OH:1][C:2]1[CH:3]=[C:4]2[C:9](=[CH:10][CH:11]=1)[N:8]=[CH:7][C:6]([C:12]([NH:14][CH:15]1[CH2:20][CH2:19][N:18]([C:21]([O:23][C:24]([CH3:27])([CH3:26])[CH3:25])=[O:22])[CH2:17][CH2:16]1)=[O:13])=[CH:5]2.N(C(OC(C)C)=O)=NC(OC(C)C)=O.[F:42][C:43]([F:58])([F:57])[C:44]1[CH:49]=[CH:48][C:47]([N:50]2[CH2:55][CH2:54][CH:53](O)[CH2:52][CH2:51]2)=[CH:46][CH:45]=1.C1(P(C2C=CC=CC=2)C2C=CC=CC=2)C=CC=CC=1. The catalyst is C1(C)C=CC=CC=1. The product is [F:58][C:43]([F:42])([F:57])[C:44]1[CH:45]=[CH:46][C:47]([N:50]2[CH2:55][CH2:54][CH:53]([O:1][C:2]3[CH:3]=[C:4]4[C:9](=[CH:10][CH:11]=3)[N:8]=[CH:7][C:6]([C:12]([NH:14][CH:15]3[CH2:16][CH2:17][N:18]([C:21]([O:23][C:24]([CH3:27])([CH3:26])[CH3:25])=[O:22])[CH2:19][CH2:20]3)=[O:13])=[CH:5]4)[CH2:52][CH2:51]2)=[CH:48][CH:49]=1. The yield is 0.270. (8) The reactants are [CH2:1]([O:3][C:4]1[CH:9]=[CH:8][C:7]([F:10])=[CH:6][C:5]=1[C:11]([F:18])([F:17])[C:12]([O:14]CC)=[O:13])[CH3:2].O1CCCC1.CO.O.[OH-].[Li+]. The catalyst is O. The product is [CH2:1]([O:3][C:4]1[CH:9]=[CH:8][C:7]([F:10])=[CH:6][C:5]=1[C:11]([F:18])([F:17])[C:12]([OH:14])=[O:13])[CH3:2]. The yield is 0.870. (9) The reactants are Br[C:2]1[CH:3]=[C:4]([C:9]2([C:20]3[CH:25]=[CH:24][N:23]=[C:22]([C:26]([F:29])([F:28])[F:27])[CH:21]=3)[C:17]3[C:12](=[C:13]([F:18])[CH:14]=[CH:15][CH:16]=3)[C:11]([NH2:19])=[N:10]2)[CH:5]=[CH:6][C:7]=1[F:8].[N:30]1[CH:35]=[C:34](B(O)O)[CH:33]=[N:32][CH:31]=1.C(=O)([O-])[O-].[K+].[K+]. The catalyst is CN(C=O)C.C1C=CC(P(C2C=CC=CC=2)[C-]2C=CC=C2)=CC=1.C1C=CC(P(C2C=CC=CC=2)[C-]2C=CC=C2)=CC=1.Cl[Pd]Cl.[Fe+2]. The product is [F:18][C:13]1[CH:14]=[CH:15][CH:16]=[C:17]2[C:12]=1[C:11]([NH2:19])=[N:10][C:9]2([C:4]1[CH:5]=[CH:6][C:7]([F:8])=[C:2]([C:34]2[CH:35]=[N:30][CH:31]=[N:32][CH:33]=2)[CH:3]=1)[C:20]1[CH:25]=[CH:24][N:23]=[C:22]([C:26]([F:29])([F:27])[F:28])[CH:21]=1. The yield is 0.510. (10) The reactants are [NH:1]1[C:9]2[C:4](=[CH:5][CH:6]=[CH:7][CH:8]=2)[CH2:3][CH2:2]1.C=O.[BH3-][C:13]#N.[Na+]. The catalyst is CO.CC(O)=O.C(Cl)Cl. The product is [CH3:13][N:1]1[C:9]2[C:4](=[CH:5][CH:6]=[CH:7][CH:8]=2)[CH2:3][CH2:2]1. The yield is 0.870.